From a dataset of Catalyst prediction with 721,799 reactions and 888 catalyst types from USPTO. Predict which catalyst facilitates the given reaction. (1) Reactant: [Cl:1][C:2]1[C:7]([NH2:8])=[CH:6][CH:5]=[CH:4][N:3]=1.C[Si]([N-][Si](C)(C)C)(C)C.[K+].[C:19](O[C:19]([O:21][C:22]([CH3:25])([CH3:24])[CH3:23])=[O:20])([O:21][C:22]([CH3:25])([CH3:24])[CH3:23])=[O:20]. Product: [Cl:1][C:2]1[C:7]([NH:8][C:19](=[O:20])[O:21][C:22]([CH3:25])([CH3:24])[CH3:23])=[CH:6][CH:5]=[CH:4][N:3]=1. The catalyst class is: 56. (2) Reactant: [NH2:1][C:2]1[CH:7]=[CH:6][C:5]([CH:8]([CH2:11][NH2:12])[CH2:9][NH2:10])=[CH:4][CH:3]=1.C([O-])([O-])=O.[K+].[K+].[CH:19]([C:21]1[CH:26]=[CH:25][CH:24]=[CH:23][C:22]=1[NH:27][C:28](=O)[O:29]C(C)(C)C)=O.II. Product: [NH2:1][C:2]1[CH:3]=[CH:4][C:5]([CH:8]2[CH2:11][N:12]3[C:28](=[O:29])[NH:27][C:22]4[CH:23]=[CH:24][CH:25]=[CH:26][C:21]=4[C:19]3=[N:10][CH2:9]2)=[CH:6][CH:7]=1. The catalyst class is: 218. (3) Reactant: [NH:1]1[C:10]2[C:5](=[CH:6][CH:7]=[CH:8][CH:9]=2)[CH2:4][C:3]2([CH2:15][CH2:14][N:13]([C:16]([O:18][C:19]([CH3:22])([CH3:21])[CH3:20])=[O:17])[CH2:12][CH2:11]2)[CH2:2]1.[CH2:23]([O:30][C:31](Cl)=[O:32])[C:24]1[CH:29]=[CH:28][CH:27]=[CH:26][CH:25]=1.C(=O)([O-])[O-].[K+].[K+].[Cl-].[NH4+]. Product: [N:1]1([C:31]([O:30][CH2:23][C:24]2[CH:29]=[CH:28][CH:27]=[CH:26][CH:25]=2)=[O:32])[C:10]2[C:5](=[CH:6][CH:7]=[CH:8][CH:9]=2)[CH2:4][C:3]2([CH2:15][CH2:14][N:13]([C:16]([O:18][C:19]([CH3:22])([CH3:21])[CH3:20])=[O:17])[CH2:12][CH2:11]2)[CH2:2]1. The catalyst class is: 1. (4) Reactant: Cl[C:2]1[CH:7]=[CH:6][C:5]([O:8][CH3:9])=[CH:4][CH:3]=1.[CH3:10][C:11]1[CH:16]=[CH:15][CH:14]=[CH:13][C:12]=1B(O)O.[F-].[K+]. Product: [CH3:10][C:11]1[CH:16]=[CH:15][CH:14]=[CH:13][C:12]=1[C:2]1[CH:7]=[CH:6][C:5]([O:8][CH3:9])=[CH:4][CH:3]=1. The catalyst class is: 11. (5) The catalyst class is: 9. Reactant: Cl[CH2:2][CH2:3][O:4][C:5]1[CH:14]=[C:13]2[C:8]([C:9]([O:15][C:16]3[C:17]([C:24]4[CH:29]=[CH:28][C:27]([CH3:30])=[CH:26][N:25]=4)=[N:18][C:19]([CH3:23])=[C:20]([CH3:22])[CH:21]=3)=[CH:10][CH:11]=[N:12]2)=[CH:7][C:6]=1[O:31][CH3:32].C(=O)([O-])[O-].[K+].[K+].[NH2:39][CH2:40][CH2:41][OH:42]. Product: [CH3:32][O:31][C:6]1[CH:7]=[C:8]2[C:13](=[CH:14][C:5]=1[O:4][CH2:3][CH2:2][NH:39][CH2:40][CH2:41][OH:42])[N:12]=[CH:11][CH:10]=[C:9]2[O:15][C:16]1[C:17]([C:24]2[CH:29]=[CH:28][C:27]([CH3:30])=[CH:26][N:25]=2)=[N:18][C:19]([CH3:23])=[C:20]([CH3:22])[CH:21]=1. (6) Reactant: [C:1]([O:9]CC)(=O)[C:2]1[CH:7]=[CH:6][CH:5]=[N:4][CH:3]=1.[H-].[Na+].[C:14](#[N:16])[CH3:15]. Product: [O:9]=[C:1]([C:2]1[CH:3]=[N:4][CH:5]=[CH:6][CH:7]=1)[CH2:15][C:14]#[N:16]. The catalyst class is: 11. (7) Reactant: [CH2:1]([N:5]1[CH:10]=[CH:9][C:8]([CH3:12])([CH3:11])[CH2:7][CH2:6]1)[CH:2]([CH3:4])[CH3:3].C(N(CC)CC)C.[C:20](Cl)(=[O:23])[CH2:21][CH3:22]. Product: [CH2:1]([N:5]1[CH2:6][CH2:7][C:8]([CH3:12])([CH3:11])[C:9]([C:20](=[O:23])[CH2:21][CH3:22])=[CH:10]1)[CH:2]([CH3:4])[CH3:3]. The catalyst class is: 2. (8) Reactant: C([NH:9][C:10]1[S:11][CH2:12][C@@H:13]2[CH2:18][N:17]([C:19]3[N:24]=[CH:23][C:22]([F:25])=[CH:21][N:20]=3)[CH2:16][C@:14]2([C:26]2[CH:27]=[C:28]([NH:32][C:33]([C:35]3[CH:40]=[N:39][C:38]([O:41][CH3:42])=[CH:37][N:36]=3)=[O:34])[CH:29]=[CH:30][CH:31]=2)[N:15]=1)(=O)C1C=CC=CC=1.Cl.CON.N1C=CC=CC=1.CS(C)=O. Product: [NH2:9][C:10]1[S:11][CH2:12][C@@H:13]2[CH2:18][N:17]([C:19]3[N:24]=[CH:23][C:22]([F:25])=[CH:21][N:20]=3)[CH2:16][C@:14]2([C:26]2[CH:27]=[C:28]([NH:32][C:33]([C:35]3[CH:40]=[N:39][C:38]([O:41][CH3:42])=[CH:37][N:36]=3)=[O:34])[CH:29]=[CH:30][CH:31]=2)[N:15]=1. The catalyst class is: 8.